Predict the product of the given reaction. From a dataset of Forward reaction prediction with 1.9M reactions from USPTO patents (1976-2016). (1) Given the reactants C(OC(=O)N[C@H](C1C([C:24]2[CH:25]=[C:26]3[C:30](=[CH:31][CH:32]=2)[CH2:29][NH:28][C:27]3=[O:33])=CC=C(C#CC2C=NC=NC=2)N=1)CC1C=C(F)C=C(F)C=1)(C)(C)C.Br[C:44]1[CH:45]=[CH:46][C:47]([C:79]#[C:80][C:81]2[NH:85][C:84]([CH:86]3[CH2:90][CH2:89][CH2:88][N:87]3[C:91]([O:93][C:94]([CH3:97])([CH3:96])[CH3:95])=[O:92])=[N:83][CH:82]=2)=[N:48][C:49]=1[C@@H:50]([NH:60][C:61](=[O:78])[CH2:62][N:63]1[C:67]2[C:68]([F:73])([F:72])[C@@H:69]3[CH2:71][C@@H:70]3[C:66]=2[C:65]([C:74]([F:77])([F:76])[F:75])=[N:64]1)[CH2:51][C:52]1[CH:57]=[C:56]([F:58])[CH:55]=[C:54]([F:59])[CH:53]=1.CC1(C)C(C)(C)OB(C2C=C3C(CNC3=O)=CC=2)O1, predict the reaction product. The product is: [F:73][C:68]1([F:72])[C:67]2[N:63]([CH2:62][C:61]([NH:60][C@H:50]([C:49]3[N:48]=[C:47]([C:79]#[C:80][C:81]4[NH:85][C:84]([CH:86]5[CH2:90][CH2:89][CH2:88][N:87]5[C:91]([O:93][C:94]([CH3:97])([CH3:95])[CH3:96])=[O:92])=[N:83][CH:82]=4)[CH:46]=[CH:45][C:44]=3[C:24]3[CH:25]=[C:26]4[C:30](=[CH:31][CH:32]=3)[CH2:29][NH:28][C:27]4=[O:33])[CH2:51][C:52]3[CH:53]=[C:54]([F:59])[CH:55]=[C:56]([F:58])[CH:57]=3)=[O:78])[N:64]=[C:65]([C:74]([F:77])([F:76])[F:75])[C:66]=2[C@H:70]2[CH2:71][C@@H:69]12. (2) Given the reactants [Si]([O:18][CH:19]1[CH2:22][N:21]([C:23]2[S:24][CH:25]=[C:26]([C:28]([N:30]3[CH2:33][CH:32]([O:34][CH3:35])[CH2:31]3)=[O:29])[N:27]=2)[CH2:20]1)(C(C)(C)C)(C1C=CC=CC=1)C1C=CC=CC=1.[F-].C([N+](CCCC)(CCCC)CCCC)CCC, predict the reaction product. The product is: [OH:18][CH:19]1[CH2:22][N:21]([C:23]2[S:24][CH:25]=[C:26]([C:28]([N:30]3[CH2:33][CH:32]([O:34][CH3:35])[CH2:31]3)=[O:29])[N:27]=2)[CH2:20]1. (3) Given the reactants CS(O)(=O)=O.O[C@@H:7]1[CH2:12][C@H:11]([CH3:13])[S:10](=[O:15])(=[O:14])[C:9]2[S:16][C:17]([S:19]([NH2:22])(=[O:21])=[O:20])=[CH:18][C:8]1=2.[OH2:23].[OH-].[NH4+].[C:26](#[N:28])[CH3:27], predict the reaction product. The product is: [C:26]([NH:28][C@H:7]1[CH2:12][C@H:11]([CH3:13])[S:10](=[O:15])(=[O:14])[C:9]2[S:16][C:17]([S:19]([NH2:22])(=[O:21])=[O:20])=[CH:18][C:8]1=2)(=[O:23])[CH3:27]. (4) Given the reactants Br[C:2]1[CH:3]=[C:4]([CH:8]=[CH:9][C:10]=1[CH3:11])[C:5]([OH:7])=[O:6].[Li]CCCC.CN([CH:20]=[O:21])C.Cl, predict the reaction product. The product is: [CH:20]([C:2]1[CH:3]=[C:4]([CH:8]=[CH:9][C:10]=1[CH3:11])[C:5]([OH:7])=[O:6])=[O:21]. (5) Given the reactants [N+:1]([C:4]1[CH:8]=[CH:7][NH:6][N:5]=1)([O-:3])=[O:2].[CH3:9][C:10]1([CH3:13])[CH2:12][O:11]1.C(=O)([O-])[O-].[K+].[K+].CN(C=O)C, predict the reaction product. The product is: [CH3:9][C:10]([OH:11])([CH3:13])[CH2:12][N:6]1[CH:7]=[CH:8][C:4]([N+:1]([O-:3])=[O:2])=[N:5]1. (6) Given the reactants [F:1][C:2]([F:17])([F:16])[C:3]1[CH:8]=[CH:7][C:6]([CH2:9][S:10]([CH2:13][C:14]#[N:15])(=[O:12])=[O:11])=[CH:5][CH:4]=1.[F:18][C:19]([S:22][CH2:23][CH2:24]OS(C(F)(F)F)(=O)=O)([F:21])[F:20], predict the reaction product. The product is: [F:17][C:2]([F:1])([F:16])[C:3]1[CH:4]=[CH:5][C:6]([CH2:9][S:10]([CH:13]([CH2:24][CH2:23][S:22][C:19]([F:21])([F:20])[F:18])[C:14]#[N:15])(=[O:12])=[O:11])=[CH:7][CH:8]=1. (7) Given the reactants [NH2:1][C:2]1[S:3][CH:4]=[C:5]([C:7]([NH2:9])=[O:8])[N:6]=1.[C:10](OC(=O)C)(=[O:12])[CH3:11], predict the reaction product. The product is: [C:10]([NH:1][C:2]1[S:3][CH:4]=[C:5]([C:7]([NH2:9])=[O:8])[N:6]=1)(=[O:12])[CH3:11].